Dataset: Full USPTO retrosynthesis dataset with 1.9M reactions from patents (1976-2016). Task: Predict the reactants needed to synthesize the given product. (1) Given the product [I:26][C:23]1[CH:24]=[CH:25][C:20]([C:19]([N:10]2[C:11]3[CH:18]=[CH:17][CH:16]=[CH:15][C:12]=3[CH2:13][N:14]3[C:5]([C:3]([NH:35][CH2:36][C:37]4[CH:38]=[N:39][CH:40]=[CH:41][CH:42]=4)=[O:4])=[CH:6][CH:7]=[C:8]3[CH2:9]2)=[O:28])=[CH:21][C:22]=1[CH3:27], predict the reactants needed to synthesize it. The reactants are: ClC(Cl)(Cl)[C:3]([C:5]1[N:14]2[C:8]([CH2:9][N:10]([C:19](=[O:28])[C:20]3[CH:25]=[CH:24][C:23]([I:26])=[C:22]([CH3:27])[CH:21]=3)[C:11]3[CH:18]=[CH:17][CH:16]=[CH:15][C:12]=3[CH2:13]2)=[CH:7][CH:6]=1)=[O:4].CS(C)=O.[NH2:35][CH2:36][C:37]1[CH:38]=[N:39][CH:40]=[CH:41][CH:42]=1. (2) Given the product [Cl:14][C:15]1[C:20]([Cl:21])=[CH:19][CH:18]=[CH:17][C:16]=1[N:22]1[CH2:23][CH2:24][N:25]([CH2:28][CH2:29][CH2:30][C:31]([O:1][CH2:2][C:3]2[CH:12]=[C:11]3[C:6]([CH2:7][CH2:8][C:9](=[O:13])[NH:10]3)=[CH:5][CH:4]=2)=[O:32])[CH2:26][CH2:27]1, predict the reactants needed to synthesize it. The reactants are: [OH:1][CH2:2][C:3]1[CH:12]=[C:11]2[C:6]([CH2:7][CH2:8][C:9](=[O:13])[NH:10]2)=[CH:5][CH:4]=1.[Cl:14][C:15]1[C:20]([Cl:21])=[CH:19][CH:18]=[CH:17][C:16]=1[N:22]1[CH2:27][CH2:26][N:25]([CH2:28][CH2:29][CH2:30][C:31](O)=[O:32])[CH2:24][CH2:23]1. (3) Given the product [Cl:1][C:2]1[CH:7]=[C:6]([C:11]2[CH:10]=[CH:9][C:18]3[C:13](=[CH:14][CH:15]=[CH:16][CH:17]=3)[CH:12]=2)[N:5]=[CH:4][N:3]=1, predict the reactants needed to synthesize it. The reactants are: [Cl:1][C:2]1[CH:7]=[C:6](Cl)[N:5]=[CH:4][N:3]=1.[CH:9]1[C:18]2[C:13](=[CH:14][CH:15]=[CH:16][CH:17]=2)[CH:12]=[CH:11][C:10]=1B(O)O.C(=O)([O-])[O-].[Na+].[Na+]. (4) Given the product [CH3:18][O:19][C:20]1[N:25]=[C:24]([O:26][CH3:27])[C:23]([C:28]2[CH:37]=[C:36]3[C:31]([C:32]([NH:1][C:2]4[CH:7]=[CH:6][CH:5]=[C:4]([NH:8][S:9]([C:12]5[CH:13]=[CH:14][CH:15]=[CH:16][CH:17]=5)(=[O:11])=[O:10])[CH:3]=4)=[C:33]([C:38]([NH2:40])=[O:39])[CH:34]=[N:35]3)=[CH:30][CH:29]=2)=[CH:22][N:21]=1, predict the reactants needed to synthesize it. The reactants are: [NH2:1][C:2]1[CH:3]=[C:4]([NH:8][S:9]([C:12]2[CH:17]=[CH:16][CH:15]=[CH:14][CH:13]=2)(=[O:11])=[O:10])[CH:5]=[CH:6][CH:7]=1.[CH3:18][O:19][C:20]1[N:25]=[C:24]([O:26][CH3:27])[C:23]([C:28]2[CH:37]=[C:36]3[C:31]([C:32](Cl)=[C:33]([C:38]([NH2:40])=[O:39])[CH:34]=[N:35]3)=[CH:30][CH:29]=2)=[CH:22][N:21]=1.